This data is from Catalyst prediction with 721,799 reactions and 888 catalyst types from USPTO. The task is: Predict which catalyst facilitates the given reaction. (1) Reactant: [Cl:1][C:2]1[CH:7]=[CH:6][C:5](B(O)O)=[CH:4][CH:3]=1.Br[C:12]1[CH:13]=[CH:14][C:15]([CH2:19][CH3:20])=[C:16]([CH:18]=1)[NH2:17].C(=O)([O-])[O-].[Na+].[Na+]. Product: [Cl:1][C:2]1[CH:7]=[CH:6][C:5]([C:12]2[CH:13]=[CH:14][C:15]([CH2:19][CH3:20])=[C:16]([CH:18]=2)[NH2:17])=[CH:4][CH:3]=1. The catalyst class is: 659. (2) Reactant: [C:1]1([CH:7]([C:21]2[CH:26]=[CH:25][CH:24]=[CH:23][CH:22]=2)[N:8]2[CH2:11][CH:10]([NH:12][NH:13]C(OC(C)(C)C)=O)[CH2:9]2)[CH:6]=[CH:5][CH:4]=[CH:3][CH:2]=1.Cl. Product: [CH:7]([N:8]1[CH2:9][CH:10]([NH:12][NH2:13])[CH2:11]1)([C:21]1[CH:26]=[CH:25][CH:24]=[CH:23][CH:22]=1)[C:1]1[CH:6]=[CH:5][CH:4]=[CH:3][CH:2]=1. The catalyst class is: 12. (3) Reactant: [F:1][C:2]([F:16])([F:15])[C:3]1[CH:14]=[CH:13][C:6]([O:7][CH2:8][CH2:9][NH:10][CH:11]=O)=[CH:5][CH:4]=1.B.C1COCC1.Cl.[OH-].[Na+]. Product: [CH3:11][NH:10][CH2:9][CH2:8][O:7][C:6]1[CH:13]=[CH:14][C:3]([C:2]([F:1])([F:15])[F:16])=[CH:4][CH:5]=1. The catalyst class is: 20. (4) Reactant: C(OC(=O)[NH:7][C:8]([CH3:40])([C:10]1[CH:15]=[CH:14][C:13]([C:16]([NH:27][C:28]2[CH:33]=[CH:32][C:31]([C:34]3[N:35]=[CH:36][N:37]([CH3:39])[CH:38]=3)=[CH:30][CH:29]=2)=[C:17]2[C:21]3[CH:22]=[CH:23][CH:24]=[CH:25][C:20]=3[O:19][C:18]2=[O:26])=[CH:12][CH:11]=1)[CH3:9])(C)(C)C.Cl. Product: [NH2:7][C:8]([C:10]1[CH:15]=[CH:14][C:13]([C:16]([NH:27][C:28]2[CH:33]=[CH:32][C:31]([C:34]3[N:35]=[CH:36][N:37]([CH3:39])[CH:38]=3)=[CH:30][CH:29]=2)=[C:17]2[C:21]3[CH:22]=[CH:23][CH:24]=[CH:25][C:20]=3[O:19][C:18]2=[O:26])=[CH:12][CH:11]=1)([CH3:40])[CH3:9]. The catalyst class is: 12. (5) Reactant: Cl.[I:2][C:3]1[CH:4]=[C:5]([CH:8]=[CH:9][CH:10]=1)[CH2:6][NH2:7].[CH3:11][C:12]([O:15][C:16](O[C:16]([O:15][C:12]([CH3:14])([CH3:13])[CH3:11])=[O:17])=[O:17])([CH3:14])[CH3:13]. Product: [C:12]([O:15][C:16](=[O:17])[NH:7][CH2:6][C:5]1[CH:8]=[CH:9][CH:10]=[C:3]([I:2])[CH:4]=1)([CH3:14])([CH3:13])[CH3:11]. The catalyst class is: 14. (6) Reactant: Cl[C:2]1[N:7]=[C:6]([O:8][CH:9]2[CH2:14][CH2:13][O:12][CH2:11][CH2:10]2)[C:5]([N+:15]([O-:17])=[O:16])=[CH:4][CH:3]=1.[O:18]1[CH:22]=[CH:21][C:20](B(O)O)=[CH:19]1.C(=O)([O-])[O-].[K+].[K+]. Product: [O:18]1[CH:22]=[CH:21][C:20]([C:2]2[N:7]=[C:6]([O:8][CH:9]3[CH2:14][CH2:13][O:12][CH2:11][CH2:10]3)[C:5]([N+:15]([O-:17])=[O:16])=[CH:4][CH:3]=2)=[CH:19]1. The catalyst class is: 667. (7) Reactant: [C:1]([C:5]1[CH:18]=[CH:17][C:8]([O:9][C:10]2[CH:15]=[CH:14][C:13]([NH2:16])=[CH:12][CH:11]=2)=[CH:7][CH:6]=1)([CH3:4])([CH3:3])[CH3:2].Cl[S:20]([C:23]1[CH:24]=[CH:25][C:26]([CH3:32])=[C:27]([CH:31]=1)[C:28]([OH:30])=[O:29])(=[O:22])=[O:21].N1C=CC=CC=1. Product: [C:1]([C:5]1[CH:18]=[CH:17][C:8]([O:9][C:10]2[CH:11]=[CH:12][C:13]([NH:16][S:20]([C:23]3[CH:24]=[CH:25][C:26]([CH3:32])=[C:27]([CH:31]=3)[C:28]([OH:30])=[O:29])(=[O:22])=[O:21])=[CH:14][CH:15]=2)=[CH:7][CH:6]=1)([CH3:4])([CH3:2])[CH3:3]. The catalyst class is: 54. (8) Reactant: [NH2:1][CH2:2][CH2:3][N:4]1[C:16]2[C:15]3[CH:14]=[CH:13][C:12]([C:17]4[CH:18]=[N:19][CH:20]=[CH:21][CH:22]=4)=[CH:11][C:10]=3[N:9]=[C:8]([NH2:23])[C:7]=2[N:6]=[C:5]1[CH2:24][O:25][CH2:26][CH3:27].[CH:28]([N:31]=[C:32]=[O:33])([CH3:30])[CH3:29]. Product: [NH2:23][C:8]1[C:7]2[N:6]=[C:5]([CH2:24][O:25][CH2:26][CH3:27])[N:4]([CH2:3][CH2:2][NH:1][C:32]([NH:31][CH:28]([CH3:30])[CH3:29])=[O:33])[C:16]=2[C:15]2[CH:14]=[CH:13][C:12]([C:17]3[CH:18]=[N:19][CH:20]=[CH:21][CH:22]=3)=[CH:11][C:10]=2[N:9]=1. The catalyst class is: 22.